From a dataset of NCI-60 drug combinations with 297,098 pairs across 59 cell lines. Regression. Given two drug SMILES strings and cell line genomic features, predict the synergy score measuring deviation from expected non-interaction effect. (1) Drug 1: CC1=C(C(CCC1)(C)C)C=CC(=CC=CC(=CC(=O)O)C)C. Drug 2: CC1=C(C(=O)C2=C(C1=O)N3CC4C(C3(C2COC(=O)N)OC)N4)N. Cell line: SR. Synergy scores: CSS=47.3, Synergy_ZIP=4.88, Synergy_Bliss=-1.62, Synergy_Loewe=-35.0, Synergy_HSA=-3.09. (2) Drug 1: C1CC(C1)(C(=O)O)C(=O)O.[NH2-].[NH2-].[Pt+2]. Drug 2: CCC1(C2=C(COC1=O)C(=O)N3CC4=CC5=C(C=CC(=C5CN(C)C)O)N=C4C3=C2)O.Cl. Cell line: MDA-MB-231. Synergy scores: CSS=11.9, Synergy_ZIP=-2.95, Synergy_Bliss=-2.75, Synergy_Loewe=-2.05, Synergy_HSA=1.51.